Dataset: Full USPTO retrosynthesis dataset with 1.9M reactions from patents (1976-2016). Task: Predict the reactants needed to synthesize the given product. (1) Given the product [Cl:8][C:7]1[C:2]([I:12])=[N:3][CH:4]=[C:5]([N+:9]([O-:11])=[O:10])[CH:6]=1, predict the reactants needed to synthesize it. The reactants are: Cl[C:2]1[C:7]([Cl:8])=[CH:6][C:5]([N+:9]([O-:11])=[O:10])=[CH:4][N:3]=1.[I-:12].[Na+]. (2) Given the product [CH3:27][O:26][C:24]1[CH:23]=[C:5]([CH:4]=[C:3]([O:2][CH3:1])[CH:25]=1)/[CH:6]=[CH:7]/[C:8]1[CH:9]=[CH:10][C:11]([B:14]([OH:18])[OH:15])=[CH:12][CH:13]=1, predict the reactants needed to synthesize it. The reactants are: [CH3:1][O:2][C:3]1[CH:4]=[C:5]([CH:23]=[C:24]([O:26][CH3:27])[CH:25]=1)/[CH:6]=[CH:7]/[C:8]1[CH:13]=[CH:12][C:11]([B:14]2[O:18]C(C)(C)C(C)(C)[O:15]2)=[CH:10][CH:9]=1.C1(/C=C/C2C=CC=CC=2)C=CC=CC=1.CCOC(C)=O.CCCCCC. (3) Given the product [Cl:36][C:34]1[CH:35]=[C:30]([C:24]2([C:26]([F:28])([F:27])[F:29])[CH2:23][C:22]3[CH:38]=[C:18]([C:14]4[CH:13]=[C:12]([N:11]5[CH2:6][CH2:7][CH2:8][C:9]5=[O:10])[CH:17]=[CH:16][CH:15]=4)[CH:19]=[CH:20][C:21]=3[O:25]2)[CH:31]=[C:32]([Cl:37])[CH:33]=1, predict the reactants needed to synthesize it. The reactants are: CC[O-].[Na+].Cl[CH2:6][CH2:7][CH2:8][C:9]([NH:11][C:12]1[CH:17]=[CH:16][CH:15]=[C:14]([C:18]2[CH:19]=[CH:20][C:21]3[O:25][C:24]([C:30]4[CH:35]=[C:34]([Cl:36])[CH:33]=[C:32]([Cl:37])[CH:31]=4)([C:26]([F:29])([F:28])[F:27])[CH2:23][C:22]=3[CH:38]=2)[CH:13]=1)=[O:10].O. (4) Given the product [Cl:1][C:2]1[C:7]([C:8]([F:10])([F:11])[F:9])=[CH:6][CH:5]=[CH:4][C:3]=1[C:12]([N:14]1[CH2:19][CH2:18][C:17]2=[C:20]([C:34]3[CH:33]=[CH:32][C:31]([F:30])=[CH:36][N:35]=3)[NH:21][N:22]=[C:16]2[CH2:15]1)=[O:13], predict the reactants needed to synthesize it. The reactants are: [Cl:1][C:2]1[C:7]([C:8]([F:11])([F:10])[F:9])=[CH:6][CH:5]=[CH:4][C:3]=1[C:12]([N:14]1[CH2:19][CH2:18][C:17]2[C:20](I)=[N:21][N:22](C3CCCCO3)[C:16]=2[CH2:15]1)=[O:13].[F:30][C:31]1[CH:32]=[CH:33][C:34](B2OC(C)(C)C(C)(C)O2)=[N:35][CH:36]=1.C(=O)([O-])[O-].[Cs+].[Cs+].C([SiH](CC)CC)C.C(O)(C(F)(F)F)=O. (5) Given the product [CH3:14][O:13][C:7]1[CH:8]=[C:9]([O:11][CH3:12])[CH:10]=[C:2]([NH:1][CH3:15])[C:3]=1[C:4]([NH2:6])=[O:5], predict the reactants needed to synthesize it. The reactants are: [NH2:1][C:2]1[CH:10]=[C:9]([O:11][CH3:12])[CH:8]=[C:7]([O:13][CH3:14])[C:3]=1[C:4]([NH2:6])=[O:5].[CH3:15]I. (6) Given the product [Cl:1][C:2]1[CH:7]=[CH:6][CH:5]=[CH:4][C:3]=1[S:8]([C@H:11]1[CH2:15][N:14]([C:34]([C:31]2([N:28]3[CH2:27][CH2:26][S:25][CH2:30][CH2:29]3)[CH2:33][CH2:32]2)=[O:35])[C@H:13]([C:16]([NH:18][C:19]2([C:22]#[N:23])[CH2:21][CH2:20]2)=[O:17])[CH2:12]1)(=[O:10])=[O:9], predict the reactants needed to synthesize it. The reactants are: [Cl:1][C:2]1[CH:7]=[CH:6][CH:5]=[CH:4][C:3]=1[S:8]([C@H:11]1[CH2:15][NH:14][C@H:13]([C:16]([NH:18][C:19]2([C:22]#[N:23])[CH2:21][CH2:20]2)=[O:17])[CH2:12]1)(=[O:10])=[O:9].[Na+].[S:25]1[CH2:30][CH2:29][N:28]([C:31]2([C:34]([O-])=[O:35])[CH2:33][CH2:32]2)[CH2:27][CH2:26]1.